Predict the reactants needed to synthesize the given product. From a dataset of Full USPTO retrosynthesis dataset with 1.9M reactions from patents (1976-2016). (1) Given the product [Cl:8][C:9]1[CH:14]=[CH:13][C:12]([N:1]2[CH:5]=[C:4]([CH:6]=[O:7])[N:3]=[CH:2]2)=[CH:11][CH:10]=1, predict the reactants needed to synthesize it. The reactants are: [NH:1]1[CH:5]=[C:4]([CH:6]=[O:7])[N:3]=[CH:2]1.[Cl:8][C:9]1[CH:14]=[CH:13][C:12](I)=[CH:11][CH:10]=1.CN[C@@H]1CCCC[C@H]1NC.C(=O)([O-])[O-].[Cs+].[Cs+]. (2) Given the product [C:7]([C:3]1[C:2]([C:9]2[CH2:10][CH2:11][N:12]([CH2:29][C:30]([NH:32][C:33]3[CH:38]=[CH:37][C:36]([F:39])=[CH:35][C:34]=3[F:40])=[O:31])[CH2:13][CH:14]=2)=[N:1][CH:6]=[CH:5][CH:4]=1)#[N:8], predict the reactants needed to synthesize it. The reactants are: [N:1]1[CH:6]=[CH:5][CH:4]=[C:3]([C:7]#[N:8])[C:2]=1[C:9]1[CH2:10][CH2:11][NH:12][CH2:13][CH:14]=1.ClCC(NC1C(C)=CC=CC=1C)=O.Cl[CH2:29][C:30]([NH:32][C:33]1[CH:38]=[CH:37][C:36]([F:39])=[CH:35][C:34]=1[F:40])=[O:31]. (3) Given the product [CH3:4][O:5][C:6]1[CH:21]=[C:20]([O:22][CH3:23])[CH:19]=[CH:18][C:7]=1[CH2:8][N:9]1[CH2:10][CH2:11][CH:12]([C:13]([F:14])([F:15])[F:16])[N:17]=[C:2]1[NH2:1], predict the reactants needed to synthesize it. The reactants are: [N:1]#[C:2]Br.[CH3:4][O:5][C:6]1[CH:21]=[C:20]([O:22][CH3:23])[CH:19]=[CH:18][C:7]=1[CH2:8][NH:9][CH2:10][CH2:11][CH:12]([NH2:17])[C:13]([F:16])([F:15])[F:14].